From a dataset of Full USPTO retrosynthesis dataset with 1.9M reactions from patents (1976-2016). Predict the reactants needed to synthesize the given product. (1) Given the product [CH3:24][O:23][P:19]([CH:9]([NH2:8])[C:10]1[CH:11]=[CH:12][C:13]([C:14](=[O:16])[NH:43][C:33]2[CH:34]=[C:35]([C:38]3[S:39][CH:40]=[CH:41][CH:42]=3)[CH:36]=[CH:37][C:32]=2[NH2:31])=[CH:17][CH:18]=1)(=[O:20])[O:21][CH3:22], predict the reactants needed to synthesize it. The reactants are: C(OC([NH:8][CH:9]([P:19]([O:23][CH3:24])([O:21][CH3:22])=[O:20])[C:10]1[CH:18]=[CH:17][C:13]([C:14]([OH:16])=O)=[CH:12][CH:11]=1)=O)(C)(C)C.C(OC(=O)[NH:31][C:32]1[CH:37]=[CH:36][C:35]([C:38]2[S:39][CH:40]=[CH:41][CH:42]=2)=[CH:34][C:33]=1[NH2:43])(C)(C)C.C(Cl)CCl.C1C=CC2N(O)N=NC=2C=1.CCN(C(C)C)C(C)C. (2) The reactants are: Cl[C:2]1[N:7]=[C:6]([C:8]2[CH:9]=[N:10][CH:11]=[CH:12][CH:13]=2)[C:5]([Cl:14])=[CH:4][N:3]=1.[NH2:15][CH:16]1[CH2:21][CH2:20][N:19]([C:22]([C:24]2[CH:29]=[CH:28][C:27]([NH:30][C:31](=[O:37])[O:32][C:33]([CH3:36])([CH3:35])[CH3:34])=[CH:26][CH:25]=2)=[O:23])[CH2:18][CH2:17]1.CCN(C(C)C)C(C)C. Given the product [Cl:14][C:5]1[C:6]([C:8]2[CH:9]=[N:10][CH:11]=[CH:12][CH:13]=2)=[N:7][C:2]([NH:15][CH:16]2[CH2:21][CH2:20][N:19]([C:22]([C:24]3[CH:29]=[CH:28][C:27]([NH:30][C:31](=[O:37])[O:32][C:33]([CH3:35])([CH3:34])[CH3:36])=[CH:26][CH:25]=3)=[O:23])[CH2:18][CH2:17]2)=[N:3][CH:4]=1, predict the reactants needed to synthesize it. (3) Given the product [O:1]([CH2:8][C:9]([N:11]1[CH2:16][CH2:15][CH2:14][CH2:13][C@@H:12]1[C:17]1[NH:21][N:20]=[C:19]([C:22]2[CH:23]=[C:24]([CH:28]=[CH:29][CH:30]=2)[C:25]#[N:27])[N:18]=1)=[O:10])[C:2]1[CH:3]=[CH:4][CH:5]=[CH:6][CH:7]=1, predict the reactants needed to synthesize it. The reactants are: [O:1]([CH2:8][C:9]([N:11]1[CH2:16][CH2:15][CH2:14][CH2:13][C@@H:12]1[C:17]1[NH:21][N:20]=[C:19]([C:22]2[CH:23]=[C:24]([CH:28]=[CH:29][CH:30]=2)[C:25]([NH2:27])=O)[N:18]=1)=[O:10])[C:2]1[CH:7]=[CH:6][CH:5]=[CH:4][CH:3]=1.FC(F)(F)C(OC(=O)C(F)(F)F)=O. (4) The reactants are: [NH2:1][C:2]1[C:3]2[N:4]([C:8]([C@@H:26]3[CH2:31][CH2:30][CH2:29][N:28](C(OCC4C=CC=CC=4)=O)[CH2:27]3)=[N:9][C:10]=2[C:11]2[CH:16]=[CH:15][C:14]([C:17](=[O:25])[NH:18][C:19]3[CH:24]=[CH:23][CH:22]=[CH:21][N:20]=3)=[CH:13][CH:12]=2)[CH:5]=[CH:6][N:7]=1.Br.C(O)(=O)C. Given the product [NH2:1][C:2]1[C:3]2[N:4]([C:8]([C@@H:26]3[CH2:31][CH2:30][CH2:29][NH:28][CH2:27]3)=[N:9][C:10]=2[C:11]2[CH:16]=[CH:15][C:14]([C:17]([NH:18][C:19]3[CH:24]=[CH:23][CH:22]=[CH:21][N:20]=3)=[O:25])=[CH:13][CH:12]=2)[CH:5]=[CH:6][N:7]=1, predict the reactants needed to synthesize it. (5) Given the product [C:1]12([C:11]3[CH:12]=[C:13]([C:19]4[CH:20]=[C:21]([CH:24]=[CH:25][CH:26]=4)[CH:22]=[C:33]4[S:27][C:28]([N:34]5[CH2:38][CH2:37][CH2:36][CH2:35]5)=[N:30][C:31]4=[O:32])[CH:14]=[C:15]([F:18])[C:16]=3[OH:17])[CH2:8][CH:7]3[CH2:9][CH:3]([CH2:4][CH:5]([CH2:6]3)[CH2:10]1)[CH2:2]2.[S:27]1[CH2:33][C:31](=[O:32])[N:30]=[CH:28]1, predict the reactants needed to synthesize it. The reactants are: [C:1]12([C:11]3[CH:12]=[C:13]([C:19]4[CH:20]=[C:21]([CH:24]=[CH:25][CH:26]=4)[CH:22]=O)[CH:14]=[C:15]([F:18])[C:16]=3[OH:17])[CH2:10][CH:5]3[CH2:6][CH:7]([CH2:9][CH:3]([CH2:4]3)[CH2:2]1)[CH2:8]2.[S:27]1[CH2:33][C:31](=[O:32])[NH:30][C:28]1=S.[NH:34]1[CH2:38][CH2:37][CH2:36][CH2:35]1. (6) Given the product [Cl:1][C:2]1[CH:7]=[C:6]([Cl:8])[CH:5]=[CH:4][C:3]=1[CH2:9][C:12]([C:14]1[CH:19]=[CH:18][C:17](=[O:20])[NH:16][CH:15]=1)=[O:13], predict the reactants needed to synthesize it. The reactants are: [Cl:1][C:2]1[CH:7]=[C:6]([Cl:8])[CH:5]=[CH:4][C:3]=1[CH:9]([C:12]([C:14]1[CH:15]=[N:16][C:17]([O:20]C)=[CH:18][CH:19]=1)=[O:13])C#N.Cl. (7) The reactants are: [N:1]1[CH:2]=[C:3]([S:10]([N:13]2[C:21]3[C:16](=[N:17][CH:18]=[C:19](Br)[CH:20]=3)[CH:15]=[N:14]2)(=[O:12])=[O:11])[N:4]2[CH:9]=[CH:8][CH:7]=[CH:6][C:5]=12.[C:23]1(B(O)O)[CH:28]=[CH:27][CH:26]=[CH:25][CH:24]=1.C(=O)([O-])[O-].[K+].[K+].O1CCOCC1. Given the product [N:1]1[CH:2]=[C:3]([S:10]([N:13]2[C:21]3[C:16](=[N:17][CH:18]=[C:19]([C:23]4[CH:28]=[CH:27][CH:26]=[CH:25][CH:24]=4)[CH:20]=3)[CH:15]=[N:14]2)(=[O:12])=[O:11])[N:4]2[CH:9]=[CH:8][CH:7]=[CH:6][C:5]=12, predict the reactants needed to synthesize it.